This data is from hERG Central: cardiac toxicity at 1µM, 10µM, and general inhibition. The task is: Predict hERG channel inhibition at various concentrations. (1) The molecule is CN1CCN(Cc2nc3ccccc3c(=O)n2Cc2nc(-c3ccccc3F)cs2)CC1. Results: hERG_inhib (hERG inhibition (general)): blocker. (2) The drug is CC(=O)c1cccc(OCc2cc(C(=O)NC3CCN(Cc4ccccc4)CC3)no2)c1. Results: hERG_inhib (hERG inhibition (general)): blocker. (3) The drug is CCN(CC)CCCNC(=O)c1c(O)c2ccccc2n(Cc2ccccc2)c1=O.Cl. Results: hERG_inhib (hERG inhibition (general)): blocker. (4) The compound is CCOc1ccc(C(C(=O)Nc2ccc(F)cc2)N(C(=O)Cn2nnc3ccccc32)C2CC2)cc1. Results: hERG_inhib (hERG inhibition (general)): blocker.